From a dataset of Catalyst prediction with 721,799 reactions and 888 catalyst types from USPTO. Predict which catalyst facilitates the given reaction. (1) Reactant: [C:12]([O:11][C:9](O[C:9]([O:11][C:12]([CH3:15])([CH3:14])[CH3:13])=[O:10])=[O:10])([CH3:15])([CH3:14])[CH3:13].[NH2:16][C@H:17]1[CH2:22][CH2:21][C@H:20]([NH2:23])[CH2:19][CH2:18]1. Product: [NH2:16][C@H:17]1[CH2:22][CH2:21][C@H:20]([NH:23][C:9](=[O:10])[O:11][C:12]([CH3:13])([CH3:14])[CH3:15])[CH2:19][CH2:18]1. The catalyst class is: 22. (2) Reactant: [NH2:1][C:2]1[CH:22]=[CH:21][C:5]([CH2:6][NH:7][CH:8]=[C:9]2[C:18]3[C:13](=[CH:14][CH:15]=[CH:16][CH:17]=3)[C:12](=[O:19])[NH:11][C:10]2=[O:20])=[CH:4][CH:3]=1.[C:23](Cl)(=[O:28])[CH2:24][CH:25]([CH3:27])[CH3:26]. Product: [O:19]=[C:12]1[C:13]2[C:18](=[CH:17][CH:16]=[CH:15][CH:14]=2)[C:9](=[CH:8][NH:7][CH2:6][C:5]2[CH:4]=[CH:3][C:2]([NH:1][C:23](=[O:28])[CH2:24][CH:25]([CH3:27])[CH3:26])=[CH:22][CH:21]=2)[C:10](=[O:20])[NH:11]1. The catalyst class is: 672. (3) Reactant: [C:1]([O:5][C:6]([N:8]1[C:16]2[C:11](=[CH:12][C:13]([OH:17])=[CH:14][CH:15]=2)[CH2:10][CH2:9]1)=[O:7])([CH3:4])([CH3:3])[CH3:2].[CH2:18]([N:22]1[CH:26]=[C:25]([CH2:27]O)[C:24]([C:29]([F:32])([F:31])[F:30])=[N:23]1)[CH:19]([CH3:21])[CH3:20].C1(P(C2C=CC=CC=2)C2C=CC=CC=2)C=CC=CC=1.CCOC(/N=N/C(OCC)=O)=O.C(=O)(O)[O-].[Na+]. Product: [C:1]([O:5][C:6]([N:8]1[C:16]2[C:11](=[CH:12][C:13]([O:17][CH2:27][C:25]3[C:24]([C:29]([F:32])([F:31])[F:30])=[N:23][N:22]([CH2:18][CH:19]([CH3:21])[CH3:20])[CH:26]=3)=[CH:14][CH:15]=2)[CH2:10][CH2:9]1)=[O:7])([CH3:4])([CH3:2])[CH3:3]. The catalyst class is: 1. (4) Reactant: [CH3:1][C:2]1[CH:7]=[C:6]([N:8]2[C:16]3[C:11](=[CH:12][C:13]4[CH2:25][C:20]5(OCC[O:21]5)[CH2:19][CH2:18][CH2:17][C:14]=4[CH:15]=3)[CH:10]=[N:9]2)[CH:5]=[CH:4][N:3]=1.CC1C=CC(S(O)(=O)=O)=CC=1.C([O-])(O)=O.[Na+]. Product: [CH3:1][C:2]1[CH:7]=[C:6]([N:8]2[C:16]3[C:11](=[CH:12][C:13]4[CH2:25][C:20](=[O:21])[CH2:19][CH2:18][CH2:17][C:14]=4[CH:15]=3)[CH:10]=[N:9]2)[CH:5]=[CH:4][N:3]=1. The catalyst class is: 95. (5) Reactant: Br[C:2]1[O:6][C:5]([CH2:7][O:8][C:9]2[C:10]([F:19])=[C:11]([C:15]([F:18])=[CH:16][CH:17]=2)[C:12]([NH2:14])=[O:13])=[N:4][C:3]=1[C:20]1[CH:25]=[CH:24][C:23]([O:26][CH3:27])=[CH:22][CH:21]=1.O.[OH-].[Na+]. Product: [F:19][C:10]1[C:9]([O:8][CH2:7][C:5]2[O:6][CH:2]=[C:3]([C:20]3[CH:25]=[CH:24][C:23]([O:26][CH3:27])=[CH:22][CH:21]=3)[N:4]=2)=[CH:17][CH:16]=[C:15]([F:18])[C:11]=1[C:12]([NH2:14])=[O:13]. The catalyst class is: 183.